Dataset: Forward reaction prediction with 1.9M reactions from USPTO patents (1976-2016). Task: Predict the product of the given reaction. (1) Given the reactants [Si:1]([O:8][CH2:9][CH2:10][C:11]1[C:12]([CH2:17][OH:18])=[N:13][CH:14]=[CH:15][CH:16]=1)([C:4]([CH3:7])([CH3:6])[CH3:5])([CH3:3])[CH3:2].C(Cl)Cl, predict the reaction product. The product is: [Si:1]([O:8][CH2:9][CH2:10][C:11]1[C:12]([CH:17]=[O:18])=[N:13][CH:14]=[CH:15][CH:16]=1)([C:4]([CH3:6])([CH3:7])[CH3:5])([CH3:3])[CH3:2]. (2) Given the reactants [NH3:1].C(C[O:5][C:6](=O)[C:7]1[C:12]([F:13])=[CH:11][C:10]([F:14])=[CH:9][C:8]=1[NH2:15])#N, predict the reaction product. The product is: [NH2:15][C:8]1[CH:9]=[C:10]([F:14])[CH:11]=[C:12]([F:13])[C:7]=1[C:6]([NH2:1])=[O:5]. (3) Given the reactants [Cl:1][C:2]1[C:10]2[N:9]=[C:8]([NH:11][C:12]3[CH:17]=[CH:16][C:15]([Cl:18])=[CH:14][C:13]=3[Cl:19])[N:7]([CH2:20][CH2:21]O)[C:6]=2[C:5]([CH:23]([CH2:26][CH3:27])[CH2:24][CH3:25])=[CH:4][CH:3]=1.C(N(C(C)C)CC)(C)C.CS(Cl)(=O)=O, predict the reaction product. The product is: [Cl:1][C:2]1[C:10]2[N:9]=[C:8]3[N:11]([C:12]4[CH:17]=[CH:16][C:15]([Cl:18])=[CH:14][C:13]=4[Cl:19])[CH2:21][CH2:20][N:7]3[C:6]=2[C:5]([CH:23]([CH2:26][CH3:27])[CH2:24][CH3:25])=[CH:4][CH:3]=1.